Dataset: Full USPTO retrosynthesis dataset with 1.9M reactions from patents (1976-2016). Task: Predict the reactants needed to synthesize the given product. (1) Given the product [C:1]([C:3]1[CH:4]=[C:5]([C:12]([OH:14])=[O:13])[CH:6]=[C:7]([CH:11]=1)[C:8]([OH:10])=[O:9])#[CH:2], predict the reactants needed to synthesize it. The reactants are: [C:1]([C:3]1[CH:4]=[C:5]([C:12]([O-:14])=[O:13])[CH:6]=[C:7]([CH:11]=1)[C:8]([O-:10])=[O:9])#[CH:2].[K+].[K+]. (2) Given the product [Cl:1][C:2]1[CH:24]=[CH:23][C:5]([CH2:6][NH:7][C:8]([C:10]2[C:11](=[O:22])[C:12]3[CH:19]=[C:18]([CH2:20][NH:26][CH3:25])[S:17][C:13]=3[N:14]([CH3:16])[CH:15]=2)=[O:9])=[CH:4][CH:3]=1, predict the reactants needed to synthesize it. The reactants are: [Cl:1][C:2]1[CH:24]=[CH:23][C:5]([CH2:6][NH:7][C:8]([C:10]2[C:11](=[O:22])[C:12]3[CH:19]=[C:18]([CH2:20]Cl)[S:17][C:13]=3[N:14]([CH3:16])[CH:15]=2)=[O:9])=[CH:4][CH:3]=1.[CH3:25][NH2:26].O. (3) Given the product [O:37]=[CH:38][C@@H:39]([C@H:41]([C@@H:43]([C@@H:45]([CH2:47][OH:48])[OH:46])[OH:44])[OH:42])[OH:40], predict the reactants needed to synthesize it. The reactants are: C1C([C@@H](O)[C@H](NC(C(Cl)Cl)=O)CO)=CC=C([N+]([O-])=O)C=1.CC1C2NC3C(C=2C(C)=NC=1N)=CC=CC=3.[O:37]=[CH:38][C@@H:39]([C@H:41]([C@@H:43]([C@@H:45]([CH2:47][OH:48])[OH:46])[OH:44])[OH:42])[OH:40].N[C@H](C(O)=O)CC1C2C(=CC=CC=2)NC=1. (4) Given the product [C:1]([O:5][C:6](=[O:7])[NH:8][C:9]1[C:10]([C:14](=[O:16])[NH:30][C:27]2[CH:28]=[CH:29][C:24]([CH2:23][N:17]3[CH2:22][CH2:21][O:20][CH2:19][CH2:18]3)=[CH:25][C:26]=2[NH2:31])=[N:11][NH:12][CH:13]=1)([CH3:2])([CH3:3])[CH3:4], predict the reactants needed to synthesize it. The reactants are: [C:1]([O:5][C:6]([NH:8][C:9]1[C:10]([C:14]([OH:16])=O)=[N:11][NH:12][CH:13]=1)=[O:7])([CH3:4])([CH3:3])[CH3:2].[N:17]1([CH2:23][C:24]2[CH:25]=[C:26]([NH2:31])[C:27]([NH2:30])=[CH:28][CH:29]=2)[CH2:22][CH2:21][O:20][CH2:19][CH2:18]1.C(Cl)CCl.C1C=CC2N(O)N=NC=2C=1.